Dataset: Reaction yield outcomes from USPTO patents with 853,638 reactions. Task: Predict the reaction yield, written as a fraction of the theoretical maximum amount of product (1.0 means a 100% yield; for example, 0.34 means a 34% yield). (1) The reactants are [CH3:1][CH:2]([CH3:31])[CH2:3][C:4]([C:21]1[CH:30]=[CH:29][C:24]([C:25]([O:27]C)=[O:26])=[CH:23][CH:22]=1)=[CH:5][C:6]1[CH:11]=[CH:10][C:9]([N:12]2[CH:16]=[C:15]([C:17]([F:20])([F:19])[F:18])[CH:14]=[N:13]2)=[CH:8][CH:7]=1.[OH-].[Na+]. The catalyst is CO.O1CCCC1. The product is [CH3:1][CH:2]([CH3:31])[CH2:3][C:4]([C:21]1[CH:22]=[CH:23][C:24]([C:25]([OH:27])=[O:26])=[CH:29][CH:30]=1)=[CH:5][C:6]1[CH:7]=[CH:8][C:9]([N:12]2[CH:16]=[C:15]([C:17]([F:20])([F:18])[F:19])[CH:14]=[N:13]2)=[CH:10][CH:11]=1. The yield is 0.960. (2) The reactants are [O:1]=[C:2]1[C:7]([CH2:8][C:9]2[CH:14]=[CH:13][C:12]([C:15]3[C:16]([C:21]#[N:22])=[CH:17][CH:18]=[CH:19][CH:20]=3)=[CH:11][CH:10]=2)=[C:6]([CH2:23][CH2:24][CH3:25])[N:5]2[N:26]=[CH:27][N:28]=[C:4]2[N:3]1[CH:29]1[CH2:41][CH2:40][C:32]2([O:36][C@H:35]3[CH2:37][O:38][CH2:39][C@H:34]3[O:33]2)[CH2:31][CH2:30]1.FC(F)(F)S(O[Si](C(C)(C)C)(C)C)(=O)=O.N1C(C)=CC=CC=1C.[Cl-].O[NH3+:67].[C:68](=[O:71])([O-])[OH:69].[Na+]. The catalyst is C(OCC)(=O)C.CS(C)=O.O1CCCC1. The product is [OH:36][C@H:35]1[CH2:37][O:38][CH2:39][C@H:34]1[O:33][C@H:32]1[CH2:40][CH2:41][C@H:29]([N:3]2[C:2](=[O:1])[C:7]([CH2:8][C:9]3[CH:10]=[CH:11][C:12]([C:15]4[CH:20]=[CH:19][CH:18]=[CH:17][C:16]=4[C:21]4[NH:22][C:68](=[O:71])[O:69][N:67]=4)=[CH:13][CH:14]=3)=[C:6]([CH2:23][CH2:24][CH3:25])[N:5]3[N:26]=[CH:27][N:28]=[C:4]23)[CH2:30][CH2:31]1. The yield is 0.260. (3) The reactants are [CH3:1][C:2]1[CH:7]=[CH:6][CH:5]=[C:4]([S:8][CH3:9])[CH:3]=1.[Br:10]Br. The catalyst is ClCCl.[Fe]. The product is [Br:10][C:7]1[CH:6]=[CH:5][C:4]([S:8][CH3:9])=[CH:3][C:2]=1[CH3:1]. The yield is 0.530. (4) The reactants are Br[C:2]1[C:3]([N:21]([CH3:26])[S:22]([CH3:25])(=[O:24])=[O:23])=[CH:4][C:5]2[O:9][C:8]([C:10]3[CH2:11][CH2:12][S:13][CH2:14][CH:15]=3)=[C:7]([C:16]([NH:18][CH3:19])=[O:17])[C:6]=2[CH:20]=1.[F:27][C:28]1[C:29]2[CH:30]=[C:31]3[C:40]4[N:41]=[C:42]([Sn](C)(C)C)[CH:43]=[CH:44][C:39]=4[O:38][CH2:37][N:32]3[C:33]=2[CH:34]=[CH:35][CH:36]=1. The catalyst is O1CCOCC1.C1C=CC([P]([Pd]([P](C2C=CC=CC=2)(C2C=CC=CC=2)C2C=CC=CC=2)([P](C2C=CC=CC=2)(C2C=CC=CC=2)C2C=CC=CC=2)[P](C2C=CC=CC=2)(C2C=CC=CC=2)C2C=CC=CC=2)(C2C=CC=CC=2)C2C=CC=CC=2)=CC=1. The product is [S:13]1[CH2:14][CH:15]=[C:10]([C:8]2[O:9][C:5]3[CH:4]=[C:3]([N:21]([CH3:26])[S:22]([CH3:25])(=[O:24])=[O:23])[C:2]([C:42]4[CH:43]=[CH:44][C:39]5[O:38][CH2:37][N:32]6[C:33]7[CH:34]=[CH:35][CH:36]=[C:28]([F:27])[C:29]=7[CH:30]=[C:31]6[C:40]=5[N:41]=4)=[CH:20][C:6]=3[C:7]=2[C:16]([NH:18][CH3:19])=[O:17])[CH2:11][CH2:12]1. The yield is 0.110. (5) The reactants are [Br:1][C:2]1[CH:3]=[C:4]2[C:8](=[CH:9][C:10]=1[CH3:11])[NH:7][N:6]=[CH:5]2.C1(C(N)C2CCCCC2)CCCCC1.[CH3:26][Si:27]([CH2:30][CH2:31][O:32][CH2:33]Cl)([CH3:29])[CH3:28].[OH-].[Na+]. The catalyst is C1COCC1.CCOC(C)=O. The product is [Br:1][C:2]1[C:10]([CH3:11])=[CH:9][C:8]2[C:4](=[CH:5][N:6]([CH2:33][O:32][CH2:31][CH2:30][Si:27]([CH3:29])([CH3:28])[CH3:26])[N:7]=2)[CH:3]=1. The yield is 0.790. (6) The reactants are CS[C:3]1[CH:8]=[CH:7][C:6]([N+:9]([O-:11])=[O:10])=[CH:5][CH:4]=1.N1C(=O)NC(=O)N[C:13]1=O.Cl[O-].[Na+].[S:24]([O-:27])([O-])=[O:25].[Na+].[Na+]. The catalyst is O.C1(C)C=CC=CC=1. The product is [CH3:13][S:24]([C:3]1[CH:8]=[CH:7][C:6]([N+:9]([O-:11])=[O:10])=[CH:5][CH:4]=1)(=[O:27])=[O:25]. The yield is 0.950.